Dataset: Catalyst prediction with 721,799 reactions and 888 catalyst types from USPTO. Task: Predict which catalyst facilitates the given reaction. (1) Reactant: Cl.[NH2:2][C:3]1[N:8]=[C:7]([C:9]2[C:14]([C:15]([F:18])([F:17])[F:16])=[CH:13][CH:12]=[CH:11][N:10]=2)[CH:6]=[CH:5][C:4]=1[C:19]([OH:21])=[O:20].O[N:23]1[C:27](=[O:28])[CH2:26][CH2:25][C:24]1=[O:29].CCN=C=NCCCN(C)C.Cl.CCN(C(C)C)C(C)C. Product: [O:29]=[C:24]1[CH2:25][CH2:26][C:27](=[O:28])[N:23]1[O:20][C:19]([C:4]1[CH:5]=[CH:6][C:7]([C:9]2[C:14]([C:15]([F:18])([F:17])[F:16])=[CH:13][CH:12]=[CH:11][N:10]=2)=[N:8][C:3]=1[NH2:2])=[O:21]. The catalyst class is: 1. (2) Reactant: [CH3:1][O:2][N:3]=[C:4]1[CH2:8][C@@H:7]([C:9]2[NH:13][C:12]3[CH:14]=[CH:15][CH:16]=[CH:17][C:11]=3[N:10]=2)[NH:6][CH2:5]1.[C:18]1([C:27]2[CH:32]=[CH:31][CH:30]=[CH:29][CH:28]=2)[CH:23]=[CH:22][C:21]([C:24](Cl)=[O:25])=[CH:20][CH:19]=1.C(N(CC)CC)C. Product: [CH3:1][O:2]/[N:3]=[C:4]1\[CH2:5][N:6]([C:24]([C:21]2[CH:22]=[CH:23][C:18]([C:27]3[CH:28]=[CH:29][CH:30]=[CH:31][CH:32]=3)=[CH:19][CH:20]=2)=[O:25])[C@H:7]([C:9]2[NH:10][C:11]3[CH:17]=[CH:16][CH:15]=[CH:14][C:12]=3[N:13]=2)[CH2:8]\1. The catalyst class is: 4.